This data is from Catalyst prediction with 721,799 reactions and 888 catalyst types from USPTO. The task is: Predict which catalyst facilitates the given reaction. (1) Product: [N+:25]([C:22]1[CH:21]=[CH:20][C:19]([S:16]([NH:15][CH:12]2[CH2:13][CH2:14][NH:9][CH2:10][CH2:11]2)(=[O:17])=[O:18])=[CH:24][CH:23]=1)([O-:27])=[O:26]. The catalyst class is: 12. Reactant: Cl.C(OC([N:9]1[CH2:14][CH2:13][CH:12]([NH:15][S:16]([C:19]2[CH:24]=[CH:23][C:22]([N+:25]([O-:27])=[O:26])=[CH:21][CH:20]=2)(=[O:18])=[O:17])[CH2:11][CH2:10]1)=O)(C)(C)C. (2) Reactant: [NH2:1][CH2:2][C:3]1[N:4]=[CH:5][C:6]([CH2:9][N:10]2[C:15]([CH3:16])=[CH:14][C:13]([O:17][CH2:18][C:19]3[CH:24]=[CH:23][C:22]([F:25])=[CH:21][C:20]=3[F:26])=[C:12]([Br:27])[C:11]2=[O:28])=[N:7][CH:8]=1.CN1CCOCC1.[CH3:36][S:37](Cl)(=[O:39])=[O:38].CN=C=O. Product: [Br:27][C:12]1[C:11](=[O:28])[N:10]([CH2:9][C:6]2[N:7]=[CH:8][C:3]([CH2:2][NH:1][S:37]([CH3:36])(=[O:39])=[O:38])=[N:4][CH:5]=2)[C:15]([CH3:16])=[CH:14][C:13]=1[O:17][CH2:18][C:19]1[CH:24]=[CH:23][C:22]([F:25])=[CH:21][C:20]=1[F:26]. The catalyst class is: 348. (3) Reactant: [C:9](O[C:9]([O:11][C:12]([CH3:15])([CH3:14])[CH3:13])=[O:10])([O:11][C:12]([CH3:15])([CH3:14])[CH3:13])=[O:10].[C:16]1([NH2:23])[CH:21]=[CH:20][CH:19]=[CH:18][C:17]=1[NH2:22].C(N(CC)CC)C. Product: [C:12]([O:11][C:9](=[O:10])[NH:22][C:17]1[CH:18]=[CH:19][CH:20]=[CH:21][C:16]=1[NH2:23])([CH3:13])([CH3:14])[CH3:15]. The catalyst class is: 1. (4) Reactant: [OH-].[Li+].[Cl:3][C:4]1[CH:5]=[N:6][N:7]([C:9]2([C:12]3[NH:31][C:15]4=[N:16][C:17]([N:20]5[CH2:25][CH2:24][CH2:23][C@@H:22]([C:26]([O:28]CC)=[O:27])[CH2:21]5)=[CH:18][CH:19]=[C:14]4[N:13]=3)[CH2:11][CH2:10]2)[CH:8]=1. Product: [Cl:3][C:4]1[CH:5]=[N:6][N:7]([C:9]2([C:12]3[NH:31][C:15]4=[N:16][C:17]([N:20]5[CH2:25][CH2:24][CH2:23][C@@H:22]([C:26]([OH:28])=[O:27])[CH2:21]5)=[CH:18][CH:19]=[C:14]4[N:13]=3)[CH2:10][CH2:11]2)[CH:8]=1. The catalyst class is: 30. (5) Reactant: C(OC([N:8]1[CH2:12][CH2:11][C:10]([CH2:19][CH2:20][N:21]2[CH2:27][CH2:26][CH2:25][N:24]([C:28]3[N:32]([CH2:33][CH2:34][O:35][CH2:36][CH3:37])[C:31]4[CH:38]=[CH:39][CH:40]=[CH:41][C:30]=4[N:29]=3)[CH2:23][CH2:22]2)([C:13]2[CH:18]=[CH:17][CH:16]=[CH:15][CH:14]=2)[CH2:9]1)=O)(C)(C)C.[ClH:42].O1CCOCC1. Product: [ClH:42].[CH2:36]([O:35][CH2:34][CH2:33][N:32]1[C:31]2[CH:38]=[CH:39][CH:40]=[CH:41][C:30]=2[N:29]=[C:28]1[N:24]1[CH2:25][CH2:26][CH2:27][N:21]([CH2:20][CH2:19][C:10]2([C:13]3[CH:18]=[CH:17][CH:16]=[CH:15][CH:14]=3)[CH2:11][CH2:12][NH:8][CH2:9]2)[CH2:22][CH2:23]1)[CH3:37]. The catalyst class is: 4.